This data is from Forward reaction prediction with 1.9M reactions from USPTO patents (1976-2016). The task is: Predict the product of the given reaction. (1) Given the reactants [Cl:1][C:2]1[C:10]2[C:5](=[CH:6][CH:7]=[C:8]([NH:11][C:12]3[N:17]=[C:16]([N:18]4[CH:22]=[C:21]([CH:23]=O)[C:20]([CH3:25])=[N:19]4)[CH:15]=[CH:14][N:13]=3)[CH:9]=2)[N:4]([CH3:26])[C:3]=1[CH3:27].Cl.[O:29]1[CH2:33][C@@H:32]([OH:34])[CH2:31][NH:30]1.C(N(CC)CC)C.[BH-](OC(C)=O)(OC(C)=O)OC(C)=O.[Na+], predict the reaction product. The product is: [Cl:1][C:2]1[C:10]2[C:5](=[CH:6][CH:7]=[C:8]([NH:11][C:12]3[N:17]=[C:16]([N:18]4[CH:22]=[C:21]([CH2:23][N:30]5[CH2:31][C@H:32]([OH:34])[CH2:33][O:29]5)[C:20]([CH3:25])=[N:19]4)[CH:15]=[CH:14][N:13]=3)[CH:9]=2)[N:4]([CH3:26])[C:3]=1[CH3:27]. (2) Given the reactants [NH2:1][CH2:2][C@H:3]1[C@H:9]([C:10]2[CH:15]=[CH:14][C:13]([Cl:16])=[C:12]([Cl:17])[CH:11]=2)[O:8][CH2:7][CH2:6][N:5]([C:18]([O:20][C:21]([CH3:24])([CH3:23])[CH3:22])=[O:19])[CH2:4]1.C(N(CC)CC)C.[CH3:32][O:33][CH2:34][C:35](Cl)=[O:36], predict the reaction product. The product is: [Cl:17][C:12]1[CH:11]=[C:10]([C@@H:9]2[O:8][CH2:7][CH2:6][N:5]([C:18]([O:20][C:21]([CH3:24])([CH3:23])[CH3:22])=[O:19])[CH2:4][C@H:3]2[CH2:2][NH:1][C:35](=[O:36])[CH2:34][O:33][CH3:32])[CH:15]=[CH:14][C:13]=1[Cl:16].